Predict the product of the given reaction. From a dataset of Forward reaction prediction with 1.9M reactions from USPTO patents (1976-2016). (1) The product is: [OH:1][CH:2]([C:22]1[C:30]([CH2:31][OH:32])=[CH:29][C:28]([CH3:43])=[C:27]2[C:23]=1[CH:24]=[CH:25][NH:26]2)[C:3]1[NH:7][C:6]2[CH:16]=[CH:17][C:18]([C:20]#[N:21])=[CH:19][C:5]=2[N:4]=1. Given the reactants [OH:1][CH:2]([C:22]1[C:30]([CH2:31][O:32][Si](C(C)C)(C(C)C)C(C)C)=[CH:29][C:28]([CH3:43])=[C:27]2[C:23]=1[CH:24]=[CH:25][N:26]2S(C1C=CC(C)=CC=1)(=O)=O)[C:3]1[N:7](COCC[Si](C)(C)C)[C:6]2[CH:16]=[CH:17][C:18]([C:20]#[N:21])=[CH:19][C:5]=2[N:4]=1.OC(C1C(CO[Si](C(C)C)(C(C)C)C(C)C)=CC(C)=C2C=1C=CN2S(C1C=CC(C)=CC=1)(=O)=O)C1N(COCC[Si](C)(C)C)C2C=C(C#N)C=CC=2N=1.B(F)(F)F.O(CC)CC.C(N)CC(C)C.[OH-].[K+], predict the reaction product. (2) Given the reactants [CH3:1][N:2]1[C:6]([C:7]2[CH:8]=[C:9]([CH:11]=[CH:12][CH:13]=2)[NH2:10])=[CH:5][N:4]=[C:3]1[CH3:14].Cl[C:16]1[C:17]2[CH2:26][CH2:25][O:24][C:23]3[CH:27]=[CH:28][CH:29]=[CH:30][C:22]=3[C:18]=2[N:19]=[CH:20][N:21]=1.CO, predict the reaction product. The product is: [CH3:1][N:2]1[C:6]([C:7]2[CH:8]=[C:9]([NH:10][C:16]3[C:17]4[CH2:26][CH2:25][O:24][C:23]5[CH:27]=[CH:28][CH:29]=[CH:30][C:22]=5[C:18]=4[N:19]=[CH:20][N:21]=3)[CH:11]=[CH:12][CH:13]=2)=[CH:5][N:4]=[C:3]1[CH3:14]. (3) Given the reactants [CH2:1]([NH:8][CH2:9][CH:10]([OH:15])[C:11]([F:14])([F:13])[F:12])[C:2]1[CH:7]=[CH:6][CH:5]=[CH:4][CH:3]=1.C(N(CC)CC)C.[Br:23][CH:24]([CH3:28])[C:25](Cl)=[O:26], predict the reaction product. The product is: [CH2:1]([N:8]([CH2:9][CH:10]([OH:15])[C:11]([F:14])([F:13])[F:12])[C:25](=[O:26])[CH:24]([Br:23])[CH3:28])[C:2]1[CH:3]=[CH:4][CH:5]=[CH:6][CH:7]=1. (4) Given the reactants [CH:1]([S:14][CH2:15][CH2:16]Br)([C:8]1[CH:13]=[CH:12][CH:11]=[CH:10][CH:9]=1)[C:2]1[CH:7]=[CH:6][CH:5]=[CH:4][CH:3]=1.[NH:18]1[CH2:23][CH2:22][NH:21][CH2:20][CH2:19]1.C([O-])([O-])=O.[K+].[K+], predict the reaction product. The product is: [CH:1]([S:14][CH2:15][CH2:16][N:18]1[CH2:23][CH2:22][NH:21][CH2:20][CH2:19]1)([C:8]1[CH:13]=[CH:12][CH:11]=[CH:10][CH:9]=1)[C:2]1[CH:7]=[CH:6][CH:5]=[CH:4][CH:3]=1. (5) Given the reactants [CH3:1][C:2]([CH3:30])([CH2:27]SC)[CH2:3][NH:4][C:5]([C:7]1[C:15]2[C:10](=[N:11][CH:12]=[C:13]([CH:16]3[CH2:18][CH2:17]3)[N:14]=2)[N:9]([CH2:19][O:20][CH2:21][CH2:22][Si:23]([CH3:26])([CH3:25])[CH3:24])[CH:8]=1)=[O:6].O[O:32][S:33]([O-:35])=O.[K+].[C:37](OCC)(=O)C, predict the reaction product. The product is: [CH3:37][S:33]([CH2:1][C:2]([CH3:27])([CH3:30])[CH2:3][NH:4][C:5]([C:7]1[C:15]2[C:10](=[N:11][CH:12]=[C:13]([CH:16]3[CH2:17][CH2:18]3)[N:14]=2)[N:9]([CH2:19][O:20][CH2:21][CH2:22][Si:23]([CH3:26])([CH3:25])[CH3:24])[CH:8]=1)=[O:6])(=[O:35])=[O:32]. (6) Given the reactants [NH:1]1[C:9]2[C:4](=[CH:5][C:6]([NH:10][C:11](=[O:25])[C:12]3[CH:17]=[CH:16][C:15]([CH3:18])=[N:14][C:13]=3[N:19]3[CH2:24][CH2:23][CH2:22][CH2:21][CH2:20]3)=[CH:7][CH:8]=2)[CH2:3][CH2:2]1.Cl.Cl.[N:28]1[CH:33]=[CH:32][CH:31]=[CH:30][C:29]=1[CH2:34][C:35](O)=[O:36].O.ON1C2C=CC=CC=2N=N1.CN(C)CCCN=C=NCC, predict the reaction product. The product is: [CH3:18][C:15]1[CH:16]=[CH:17][C:12]([C:11]([NH:10][C:6]2[CH:5]=[C:4]3[C:9](=[CH:8][CH:7]=2)[N:1]([C:35](=[O:36])[CH2:34][C:29]2[CH:30]=[CH:31][CH:32]=[CH:33][N:28]=2)[CH2:2][CH2:3]3)=[O:25])=[C:13]([N:19]2[CH2:20][CH2:21][CH2:22][CH2:23][CH2:24]2)[N:14]=1. (7) Given the reactants Br[C:2]1[C:6]([Cl:7])=[C:5]([CH3:8])[N:4]([CH2:9][O:10][CH2:11][CH2:12][Si:13]([CH3:16])([CH3:15])[CH3:14])[C:3]=1[C:17]([O:19][C:20]([CH3:23])([CH3:22])[CH3:21])=[O:18].[Li]CCCC.C1C=CC(S(N(S(C2C=CC=CC=2)(=O)=O)[F:39])(=O)=O)=CC=1, predict the reaction product. The product is: [Cl:7][C:6]1[C:2]([F:39])=[C:3]([C:17]([O:19][C:20]([CH3:23])([CH3:22])[CH3:21])=[O:18])[N:4]([CH2:9][O:10][CH2:11][CH2:12][Si:13]([CH3:16])([CH3:15])[CH3:14])[C:5]=1[CH3:8]. (8) Given the reactants C([O:8][C:9]1[C:10]([C@:18]2([CH2:38][O:39]CC3C=CC=CC=3)[C:26]3[C:21](=[CH:22][CH:23]=[CH:24][CH:25]=3)[N:20]([CH2:27][C:28]3[O:29][C:30]([C:33]([F:36])([F:35])[F:34])=[CH:31][CH:32]=3)[C:19]2=[O:37])=[CH:11][C:12]2[O:16][CH2:15][O:14][C:13]=2[CH:17]=1)C1C=CC=CC=1.C(O)(=O)C.C([SiH](CC)CC)C, predict the reaction product. The product is: [OH:8][C:9]1[C:10]([C@:18]2([CH2:38][OH:39])[C:26]3[C:21](=[CH:22][CH:23]=[CH:24][CH:25]=3)[N:20]([CH2:27][C:28]3[O:29][C:30]([C:33]([F:36])([F:35])[F:34])=[CH:31][CH:32]=3)[C:19]2=[O:37])=[CH:11][C:12]2[O:16][CH2:15][O:14][C:13]=2[CH:17]=1. (9) The product is: [F:23][C:24]1[CH:25]=[C:26]([C:30]2[N:31]=[C:32]([N:35]3[CH2:36][CH2:37][N:38]([C:15]([NH:7][C:6]4[N:2]([CH3:1])[N:3]=[CH:4][CH:5]=4)=[O:17])[CH2:39][CH2:40]3)[S:33][CH:34]=2)[CH:27]=[CH:28][CH:29]=1. Given the reactants [CH3:1][N:2]1[C:6]([N:7]([C:15]([O:17]CC(Cl)(Cl)Cl)=O)C(OC(Cl)(Cl)Cl)=O)=[CH:5][CH:4]=[N:3]1.[F:23][C:24]1[CH:25]=[C:26]([C:30]2[N:31]=[C:32]([N:35]3[CH2:40][CH2:39][NH:38][CH2:37][CH2:36]3)[S:33][CH:34]=2)[CH:27]=[CH:28][CH:29]=1.C(N(C(C)C)CC)(C)C.O, predict the reaction product. (10) Given the reactants [CH2:1]([CH:3]1[O:8][C:7]2[CH:9]=[CH:10][CH:11]=[CH:12][C:6]=2[NH:5][C:4]1=[O:13])[CH3:2].[H-].[Na+].Br[CH2:17][C:18]([O:20]CC)=[O:19], predict the reaction product. The product is: [CH2:1]([CH:3]1[O:8][C:7]2[CH:9]=[CH:10][CH:11]=[CH:12][C:6]=2[N:5]([CH2:17][C:18]([OH:20])=[O:19])[C:4]1=[O:13])[CH3:2].